This data is from Full USPTO retrosynthesis dataset with 1.9M reactions from patents (1976-2016). The task is: Predict the reactants needed to synthesize the given product. (1) Given the product [Cl:11][C:6]1[CH:7]=[CH:8][CH:9]=[CH:10][C:5]=1[CH:2]([NH:1][C:13]([NH:12][C:15]1[CH:20]=[CH:19][C:18]([C:21]2[N:25]=[CH:24][N:23]([C:26]3[CH:31]=[CH:30][C:29]([C:32]([F:35])([F:33])[F:34])=[CH:28][CH:27]=3)[N:22]=2)=[CH:17][CH:16]=1)=[S:14])[CH2:3][OH:4], predict the reactants needed to synthesize it. The reactants are: [NH2:1][CH:2]([C:5]1[CH:10]=[CH:9][CH:8]=[CH:7][C:6]=1[Cl:11])[CH2:3][OH:4].[N:12]([C:15]1[CH:20]=[CH:19][C:18]([C:21]2[N:25]=[CH:24][N:23]([C:26]3[CH:31]=[CH:30][C:29]([C:32]([F:35])([F:34])[F:33])=[CH:28][CH:27]=3)[N:22]=2)=[CH:17][CH:16]=1)=[C:13]=[S:14]. (2) Given the product [CH3:1][C@@H:2]1[O:7][C@@H:6]([O:8][C@H:9]2[C@H:14]([O:15][C:16]3[C:17]4[O:71][C:67]5=[C:68]([Cl:70])[CH:69]=[C:64]([CH:65]=[CH:66]5)[C@@H:63]([OH:72])[C@@H:62]5[NH:73][C:74](=[O:75])[C@@H:43]([C:44]6[CH:45]=[CH:46][C:47]([OH:79])=[C:48]([C:50]7[C:55]([OH:56])=[CH:54][C:53]([OH:57])=[CH:52][C:51]=7[C@@H:58]([C:76]([OH:78])=[O:77])[NH:59][C:60]5=[O:61])[CH:49]=6)[NH:42][C:40](=[O:41])[C@H:39]5[C:19](=[CH:20][C:21]=3[O:22][C:23]3[CH:24]=[CH:25][C:26]([C@@H:30]([OH:94])[C@@H:31]([NH:84][C:85]([C@H:87]([NH:92][CH3:93])[CH2:88][CH:89]([CH3:90])[CH3:91])=[O:86])[C:32]([NH:34][C@@H:35]([CH2:80][C:81]([NH2:83])=[O:82])[C:36]([NH:38]5)=[O:37])=[O:33])=[CH:27][C:28]=3[Cl:29])[CH:18]=4)[O:13][C@H:12]([CH2:95][OH:96])[C@@H:11]([OH:97])[C@@H:10]2[OH:98])[CH2:5][C@@:4]([NH2:100])([CH3:99])[C@@H:3]1[OH:101], predict the reactants needed to synthesize it. The reactants are: [CH3:1][C@@H:2]1[O:7][C@@H:6]([O:8][C@H:9]2[C@H:14]([O:15][C:16]3[C:17]4[O:71][C:67]5=[C:68]([Cl:70])[CH:69]=[C:64]([CH:65]=[CH:66]5)[C@@H:63]([OH:72])[C@@H:62]5[NH:73][C:74](=[O:75])[C@@H:43]([C:44]6[CH:45]=[CH:46][C:47]([OH:79])=[C:48]([C:50]7[C:55]([OH:56])=[CH:54][C:53]([OH:57])=[CH:52][C:51]=7[C@@H:58]([C:76]([OH:78])=[O:77])[NH:59][C:60]5=[O:61])[CH:49]=6)[NH:42][C:40](=[O:41])[C@H:39]5[C:19](=[CH:20][C:21]=3[O:22][C:23]3[CH:24]=[CH:25][C:26]([C@@H:30]([OH:94])[C@@H:31]([NH:84][C:85]([C@H:87]([NH:92][CH3:93])[CH2:88][CH:89]([CH3:91])[CH3:90])=[O:86])[C:32]([NH:34][C@@H:35]([CH2:80][C:81]([NH2:83])=[O:82])[C:36]([NH:38]5)=[O:37])=[O:33])=[CH:27][C:28]=3[Cl:29])[CH:18]=4)[O:13][C@H:12]([CH2:95][OH:96])[C@@H:11]([OH:97])[C@@H:10]2[OH:98])[CH2:5][C@@:4]([NH2:100])([CH3:99])[C@@H:3]1[OH:101].Cl. (3) Given the product [NH2:26][C:12]1[N:11]=[C:10]([C:16]2[CH:21]=[CH:20][CH:19]=[CH:18][CH:17]=2)[C:9]([C:4]2[CH:5]=[CH:6][C:7](=[O:8])[N:2]([CH3:1])[N:3]=2)=[CH:14][CH:13]=1, predict the reactants needed to synthesize it. The reactants are: [CH3:1][N:2]1[C:7](=[O:8])[CH:6]=[CH:5][C:4]([C:9]2[CH:14]=[CH:13][C:12](=O)[NH:11][C:10]=2[C:16]2[CH:21]=[CH:20][CH:19]=[CH:18][CH:17]=2)=[N:3]1.ICC([NH2:26])=O.C([O-])([O-])=O.[K+].[K+].O. (4) Given the product [CH3:28][O:27][C:24](=[O:26])[CH:25]=[CH:21][C:18]1[CH:19]=[CH:20][C:15]([CH2:14][NH:13][C:12]([O:11][C:7]([CH3:10])([CH3:9])[CH3:8])=[O:23])=[CH:16][CH:17]=1, predict the reactants needed to synthesize it. The reactants are: CC(C)([O-])C.[K+].[C:7]([O:11][C:12](=[O:23])[NH:13][CH2:14][C:15]1[CH:20]=[CH:19][C:18]([CH:21]=O)=[CH:17][CH:16]=1)([CH3:10])([CH3:9])[CH3:8].[C:24]([O:27][CH2:28]C)(=[O:26])[CH3:25]. (5) Given the product [CH2:23]([O:22][C:17]1[C:16]([F:25])=[C:15]([C:20]([F:21])=[CH:19][CH:18]=1)[O:14][C:12]1[CH2:13][N:9]([C@@H:4]([CH2:5][CH:6]([CH3:8])[CH3:7])[C:3]([OH:27])=[O:2])[C:10](=[O:26])[CH:11]=1)[CH3:24], predict the reactants needed to synthesize it. The reactants are: C[O:2][C:3](=[O:27])[C@@H:4]([N:9]1[CH2:13][C:12]([O:14][C:15]2[C:20]([F:21])=[CH:19][CH:18]=[C:17]([O:22][CH2:23][CH3:24])[C:16]=2[F:25])=[CH:11][C:10]1=[O:26])[CH2:5][CH:6]([CH3:8])[CH3:7].O.[OH-].[Li+]. (6) Given the product [CH2:1]([O:8][NH:9][C:10]([C@H:12]1[C@@H:13]([OH:38])[C@H:14]([OH:35])[C@@H:15]([OH:33])[CH2:16][N:17]1[S:18]([C:21]1[CH:22]=[CH:23][C:24]([O:27][CH2:28][CH2:29][O:30][CH2:31][CH3:32])=[CH:25][CH:26]=1)(=[O:20])=[O:19])=[O:11])[C:2]1[CH:3]=[CH:4][CH:5]=[CH:6][CH:7]=1, predict the reactants needed to synthesize it. The reactants are: [CH2:1]([O:8][NH:9][C:10]([C@@H:12]1[N:17]([S:18]([C:21]2[CH:26]=[CH:25][C:24]([O:27][CH2:28][CH2:29][O:30][CH2:31][CH3:32])=[CH:23][CH:22]=2)(=[O:20])=[O:19])[CH2:16][C@@H:15]2[O:33]C(C)(C)[O:35][C@H:14]2[C@@H:13]1[OH:38])=[O:11])[C:2]1[CH:7]=[CH:6][CH:5]=[CH:4][CH:3]=1.